The task is: Predict the reactants needed to synthesize the given product.. This data is from Full USPTO retrosynthesis dataset with 1.9M reactions from patents (1976-2016). (1) Given the product [OH:1][C:2]1[C:3]([C:12]([N:28]2[CH2:29][C:30]3[C:35](=[CH:34][CH:33]=[CH:32][CH:31]=3)[CH2:27]2)=[O:14])=[CH:4][CH:5]=[C:6]2[C:11]=1[N:10]=[CH:9][CH:8]=[CH:7]2, predict the reactants needed to synthesize it. The reactants are: [OH:1][C:2]1[C:3]([C:12]([OH:14])=O)=[CH:4][CH:5]=[C:6]2[C:11]=1[N:10]=[CH:9][CH:8]=[CH:7]2.N1(C(N2C=CN=C2)=O)C=CN=C1.[CH2:27]1[C:35]2[C:30](=[CH:31][CH:32]=[CH:33][CH:34]=2)[CH2:29][NH:28]1. (2) Given the product [Br:1][C:2]1[S:3][C:4]([C:7]2[N:9]=[N:10][NH:11][N:8]=2)=[CH:5][N:6]=1, predict the reactants needed to synthesize it. The reactants are: [Br:1][C:2]1[S:3][C:4]([C:7]#[N:8])=[CH:5][N:6]=1.[N-:9]=[N+:10]=[N-:11].[Na+].Cl. (3) Given the product [Br:1][C:2]1[CH:7]=[CH:6][C:5]([CH:8]([OH:10])[CH3:9])=[C:4]([F:11])[CH:3]=1, predict the reactants needed to synthesize it. The reactants are: [Br:1][C:2]1[CH:7]=[CH:6][C:5]([C:8](=[O:10])[CH3:9])=[C:4]([F:11])[CH:3]=1. (4) Given the product [Br:14][C:7]1[C:6]([Br:15])=[C:5]([Br:16])[C:4]2[N:3]=[C:2]([NH:24][CH2:25][CH2:26][NH2:27])[N:12]3[C:13]=2[C:8]=1[CH2:9][CH2:10][CH2:11]3, predict the reactants needed to synthesize it. The reactants are: Br[C:2]1[N:12]2[C:13]3[C:8]([CH2:9][CH2:10][CH2:11]2)=[C:7]([Br:14])[C:6]([Br:15])=[C:5]([Br:16])[C:4]=3[N:3]=1.C([NH:24][CH2:25][CH2:26][NH2:27])(OC(C)(C)C)=O.